From a dataset of Catalyst prediction with 721,799 reactions and 888 catalyst types from USPTO. Predict which catalyst facilitates the given reaction. (1) Reactant: [Br:1][C:2]1[CH:7]=[C:6]([NH:8][C:9](=[O:13])[C:10]([OH:12])=O)[CH:5]=[C:4]([O:14][CH3:15])[N:3]=1.F[B-](F)(F)F.[N:21]1([O:30][C:31](N(C)C)=[N+](C)C)[C:25]2C=CC=CC=2N=N1.C(N(CC)C(C)C)(C)C.CNOC.C(O)(=O)CC(CC(O)=O)(C(O)=O)O. Product: [Br:1][C:2]1[CH:7]=[C:6]([NH:8][C:9](=[O:13])[C:10]([N:21]([O:30][CH3:31])[CH3:25])=[O:12])[CH:5]=[C:4]([O:14][CH3:15])[N:3]=1. The catalyst class is: 54. (2) Reactant: [C:1]([C:5]1[CH:9]=[C:8]([NH:10][C:11]([NH:13]C(=O)C2C=CC=CC=2)=[S:12])[N:7]([CH2:22][CH3:23])[N:6]=1)([CH3:4])([CH3:3])[CH3:2]. Product: [C:1]([C:5]1[CH:9]=[C:8]([NH:10][C:11]([NH2:13])=[S:12])[N:7]([CH2:22][CH3:23])[N:6]=1)([CH3:4])([CH3:2])[CH3:3]. The catalyst class is: 74. (3) Reactant: [NH2:1][C:2]1[CH:7]=[CH:6][C:5]([NH:8][C:9]([C:11]2[C:12]([C:17]3[CH:22]=[CH:21][C:20]([C:23]([F:26])([F:25])[F:24])=[CH:19][CH:18]=3)=[CH:13][CH:14]=[CH:15][CH:16]=2)=[O:10])=[C:4]([CH3:27])[CH:3]=1.[CH:28]([C:30]1[CH:35]=[CH:34][CH:33]=[CH:32][N:31]=1)=[CH2:29].CS(O)(=O)=O. Product: [CH3:27][C:4]1[CH:3]=[C:2]([NH:1][CH2:29][CH2:28][C:30]2[CH:35]=[CH:34][CH:33]=[CH:32][N:31]=2)[CH:7]=[CH:6][C:5]=1[NH:8][C:9]([C:11]1[C:12]([C:17]2[CH:22]=[CH:21][C:20]([C:23]([F:24])([F:25])[F:26])=[CH:19][CH:18]=2)=[CH:13][CH:14]=[CH:15][CH:16]=1)=[O:10]. The catalyst class is: 141. (4) Product: [CH2:5]([O:12][C:13]1[CH:18]=[CH:17][N:16]([C:19]2[CH:20]=[CH:21][C:22]3[C:23]4[CH2:33][N:32]([CH2:1][CH3:2])[CH2:31][CH2:30][CH2:29][C:24]=4[N:25]([CH3:28])[C:26]=3[CH:27]=2)[C:15](=[O:34])[CH:14]=1)[C:6]1[CH:7]=[CH:8][CH:9]=[CH:10][CH:11]=1. Reactant: [CH:1](=O)[CH3:2].Cl.[CH2:5]([O:12][C:13]1[CH:18]=[CH:17][N:16]([C:19]2[CH:20]=[CH:21][C:22]3[C:23]4[CH2:33][NH:32][CH2:31][CH2:30][CH2:29][C:24]=4[N:25]([CH3:28])[C:26]=3[CH:27]=2)[C:15](=[O:34])[CH:14]=1)[C:6]1[CH:11]=[CH:10][CH:9]=[CH:8][CH:7]=1.C([O-])(O)=O.[Na+]. The catalyst class is: 585.